This data is from Reaction yield outcomes from USPTO patents with 853,638 reactions. The task is: Predict the reaction yield, written as a fraction of the theoretical maximum amount of product (1.0 means a 100% yield; for example, 0.34 means a 34% yield). (1) The reactants are [C:1]([N:5]1[C:9](=[O:10])[C:8]([NH:11][CH2:12][CH2:13][CH2:14]O)=[C:7]([C:16]2[CH:21]=[CH:20][CH:19]=[CH:18][CH:17]=2)[S:6]1(=[O:23])=[O:22])([CH3:4])([CH3:3])[CH3:2].CC1C=CC(S([Cl:34])(=O)=O)=CC=1. The catalyst is C(Cl)Cl.CN(C1C=CN=CC=1)C. The product is [C:1]([N:5]1[C:9](=[O:10])[C:8]([NH:11][CH2:12][CH2:13][CH2:14][Cl:34])=[C:7]([C:16]2[CH:21]=[CH:20][CH:19]=[CH:18][CH:17]=2)[S:6]1(=[O:23])=[O:22])([CH3:4])([CH3:3])[CH3:2]. The yield is 0.640. (2) The reactants are [CH3:1][CH:2]1[O:7][CH2:6][CH2:5][NH:4][CH2:3]1.Br[C:9]1[CH:10]=[CH:11][C:12]2[O:13][CH2:14][C:15](=[O:19])[NH:16][C:17]=2[N:18]=1. No catalyst specified. The product is [CH3:1][CH:2]1[CH2:3][N:4]([C:9]2[CH:10]=[CH:11][C:12]3[O:13][CH2:14][C:15](=[O:19])[NH:16][C:17]=3[N:18]=2)[CH2:5][CH2:6][O:7]1. The yield is 0.870. (3) The reactants are C([O:3][C:4](=[O:21])[CH2:5][CH2:6][CH2:7][CH2:8][CH2:9][CH2:10][CH2:11][CH:12]=[CH:13][C:14]1[CH:19]=[CH:18][CH:17]=[CH:16][C:15]=1[F:20])C.[OH-].[Li+]. The catalyst is O1CCCC1. The product is [F:20][C:15]1[CH:16]=[CH:17][CH:18]=[CH:19][C:14]=1[CH:13]=[CH:12][CH2:11][CH2:10][CH2:9][CH2:8][CH2:7][CH2:6][CH2:5][C:4]([OH:21])=[O:3]. The yield is 0.660.